The task is: Predict the product of the given reaction.. This data is from Forward reaction prediction with 1.9M reactions from USPTO patents (1976-2016). (1) Given the reactants [CH3:1][O:2][C:3]1[CH:4]=[C:5]([CH:11]=[CH:12][C:13]=1[O:14][CH3:15])[O:6][CH2:7][C:8]([OH:10])=O.Cl.[CH3:17][NH:18][O:19][CH3:20].CCN=C=NCCCN(C)C.Cl.C1C=CC2N(O)N=NC=2C=1, predict the reaction product. The product is: [CH3:1][O:2][C:3]1[CH:4]=[C:5]([CH:11]=[CH:12][C:13]=1[O:14][CH3:15])[O:6][CH2:7][C:8]([N:18]([O:19][CH3:20])[CH3:17])=[O:10]. (2) Given the reactants [N+:1]([C:4]1[CH:25]=[CH:24][C:7]([O:8][C:9]2[N:14]=[CH:13][N:12]=[C:11]([NH:15][C:16]3[CH:21]=[CH:20][C:19]([S:22][CH3:23])=[CH:18][CH:17]=3)[CH:10]=2)=[CH:6][CH:5]=1)([O-])=O.[Cl-].[NH4+].C(O)C.O, predict the reaction product. The product is: [NH2:1][C:4]1[CH:25]=[CH:24][C:7]([O:8][C:9]2[N:14]=[CH:13][N:12]=[C:11]([NH:15][C:16]3[CH:21]=[CH:20][C:19]([S:22][CH3:23])=[CH:18][CH:17]=3)[CH:10]=2)=[CH:6][CH:5]=1. (3) Given the reactants [O:1]1[C:5]([C:6]2[CH:11]=[CH:10][C:9]([NH2:12])=[CH:8][CH:7]=2)=[CH:4][N:3]=[CH:2]1.Cl.[N:14]([O-])=O.[Na+].O.O.[Sn](Cl)(Cl)(Cl)Cl.N, predict the reaction product. The product is: [O:1]1[C:5]([C:6]2[CH:7]=[CH:8][C:9]([NH:12][NH2:14])=[CH:10][CH:11]=2)=[CH:4][N:3]=[CH:2]1. (4) Given the reactants [NH2:1][C@@H:2]([C:5]1[CH:6]=[N:7][CH:8]=[C:9]([CH:12]=1)[C:10]#[N:11])[CH2:3][CH3:4].[Cl:13][C:14]1[C:21]([C:22]#[C:23][Si](C)(C)C)=[C:20](F)[CH:19]=[CH:18][C:15]=1[C:16]#[N:17].C([O-])([O-])=O.[K+].[K+].C([O-])(O)=O.[Na+], predict the reaction product. The product is: [Cl:13][C:14]1[C:15]([C:16]#[N:17])=[CH:18][CH:19]=[C:20]2[C:21]=1[CH:22]=[CH:23][N:1]2[C@@H:2]([C:5]1[CH:6]=[N:7][CH:8]=[C:9]([C:10]#[N:11])[CH:12]=1)[CH2:3][CH3:4]. (5) Given the reactants Br[C:2]1[S:27][C:5]2[N:6]=[CH:7][N:8]=[C:9]([NH:10][C:11]3[CH:16]=[CH:15][C:14]([O:17][CH2:18][C:19]4[CH:24]=[CH:23][CH:22]=[C:21]([F:25])[CH:20]=4)=[C:13]([Cl:26])[CH:12]=3)[C:4]=2[CH:3]=1.C(N(CC)CC)C.[CH3:35][Si:36]([C:39]#[CH:40])([CH3:38])[CH3:37], predict the reaction product. The product is: [Cl:26][C:13]1[CH:12]=[C:11]([NH:10][CH:9]2[N:8]=[CH:7][N:6]=[C:5]3[S:27][C:2]([C:40]#[C:39][Si:36]([CH3:38])([CH3:37])[CH3:35])=[CH:3][CH:4]23)[CH:16]=[CH:15][C:14]=1[O:17][CH2:18][C:19]1[CH:24]=[CH:23][CH:22]=[C:21]([F:25])[CH:20]=1.